From a dataset of Catalyst prediction with 721,799 reactions and 888 catalyst types from USPTO. Predict which catalyst facilitates the given reaction. (1) Reactant: [NH2:1][C:2]1[C:7]([C:8]#[N:9])=[C:6]([C:10]2[CH:15]=[CH:14][C:13]([O:16][CH2:17][C@@H:18]([OH:21])[CH2:19][OH:20])=[CH:12][CH:11]=2)[C:5]([C:22]#[N:23])=[C:4]([S:24][CH2:25][C:26]2[N:27]=[C:28]([C:31]3[CH:36]=[CH:35][C:34]([Cl:37])=[CH:33][CH:32]=3)[O:29][CH:30]=2)[N:3]=1.Cl.N([CH2:41][C:42]([O:44][CH3:45])=[O:43])C.[CH2:46](N(CC)CC)C. The catalyst class is: 1. Product: [Cl:37][C:34]1[CH:33]=[CH:32][C:31]([C:28]2[O:29][CH:30]=[C:26]([CH2:25][S:24][C:4]3[N:3]=[C:2]([N:1]([CH3:46])[CH2:41][C:42]([O:44][CH3:45])=[O:43])[C:7]([C:8]#[N:9])=[C:6]([C:10]4[CH:11]=[CH:12][C:13]([O:16][CH2:17][C@@H:18]([OH:21])[CH2:19][OH:20])=[CH:14][CH:15]=4)[C:5]=3[C:22]#[N:23])[N:27]=2)=[CH:36][CH:35]=1. (2) Reactant: [N:1]1(C(OC(C)(C)C)=O)[CH2:5][CH2:4][C@H:3]([C:6]([O:8][CH2:9][C:10]2[CH:15]=[CH:14][CH:13]=[CH:12][CH:11]=2)=[O:7])[CH2:2]1.[ClH:23]. Product: [ClH:23].[NH:1]1[CH2:5][CH2:4][C@H:3]([C:6]([O:8][CH2:9][C:10]2[CH:15]=[CH:14][CH:13]=[CH:12][CH:11]=2)=[O:7])[CH2:2]1. The catalyst class is: 2. (3) The catalyst class is: 2. Reactant: Cl.[NH2:2][C@H:3]([C:14]([O:16][CH3:17])=[O:15])[CH2:4][C:5]1[C:13]2[C:8](=[CH:9][CH:10]=[CH:11][CH:12]=2)[NH:7][CH:6]=1.C(N(CC)CC)C.[O:25]1[C:35]2[C:30](=[CH:31][CH:32]=[CH:33][CH:34]=2)[CH:29]=[C:28]([C:36](O)=[O:37])[C:26]1=[O:27].CCN=C=NCCCN(C)C.Cl. Product: [O:25]1[C:35]2[C:30](=[CH:31][CH:32]=[CH:33][CH:34]=2)[CH:29]=[C:28]([C:36]([NH:2][C@H:3]([C:14]([O:16][CH3:17])=[O:15])[CH2:4][C:5]2[C:13]3[C:8](=[CH:9][CH:10]=[CH:11][CH:12]=3)[NH:7][CH:6]=2)=[O:37])[C:26]1=[O:27]. (4) Reactant: [C:1]([C:4]1[S:8][C:7]2[CH:9]=[CH:10][CH:11]=[C:12]([C:13]3[CH:18]=[C:17]([CH3:19])[CH:16]=[C:15]([C:20]([CH3:23])([CH3:22])[CH3:21])[C:14]=3[OH:24])[C:6]=2[CH:5]=1)(=[O:3])[CH3:2].[F:25][C:26]([F:30])([F:29])[CH2:27]Br.C([O-])([O-])=O.[Cs+].[Cs+].C(OCC)(=O)C.CCCCCC. Product: [C:1]([C:4]1[S:8][C:7]2[CH:9]=[CH:10][CH:11]=[C:12]([C:13]3[CH:18]=[C:17]([CH3:19])[CH:16]=[C:15]([C:20]([CH3:23])([CH3:22])[CH3:21])[C:14]=3[O:24][CH2:27][C:26]([F:30])([F:29])[F:25])[C:6]=2[CH:5]=1)(=[O:3])[CH3:2]. The catalyst class is: 3. (5) Reactant: [OH-].[K+].[Cl:3][C:4]1[CH:9]=[CH:8][C:7]([N+:10]([O-:12])=O)=[CH:6][CH:5]=1.[CH3:13][O:14][C:15]1[CH:16]=[C:17]([CH2:25]C#N)[CH:18]=[C:19]([O:23][CH3:24])[C:20]=1[O:21][CH3:22].O. Product: [Cl:3][C:4]1[CH:5]=[CH:6][C:7]2=[N:10][O:12][C:25]([C:17]3[CH:18]=[C:19]([O:23][CH3:24])[C:20]([O:21][CH3:22])=[C:15]([O:14][CH3:13])[CH:16]=3)=[C:8]2[CH:9]=1. The catalyst class is: 5. (6) Product: [CH:1]([C@H:4]1[CH2:8][O:7][C:6](=[O:9])[N:5]1[C:10]1[CH:15]=[CH:14][N:13]2[N:16]=[CH:17][C:18]([C:19]3[CH:28]=[CH:27][C:22]([C:23]4[O:24][C:34](=[O:35])[NH:26][N:25]=4)=[CH:21][CH:20]=3)=[C:12]2[N:11]=1)([CH3:3])[CH3:2]. Reactant: [CH:1]([C@H:4]1[CH2:8][O:7][C:6](=[O:9])[N:5]1[C:10]1[CH:15]=[CH:14][N:13]2[N:16]=[CH:17][C:18]([C:19]3[CH:28]=[CH:27][C:22]([C:23]([NH:25][NH2:26])=[O:24])=[CH:21][CH:20]=3)=[C:12]2[N:11]=1)([CH3:3])[CH3:2].N1([C:34](N2C=CN=C2)=[O:35])C=CN=C1. The catalyst class is: 31. (7) Reactant: Br[C:2]1[O:3][C:4]2[CH:10]=[CH:9][C:8]([C:11]([CH3:17])([CH3:16])[C:12]([O:14][CH3:15])=[O:13])=[CH:7][C:5]=2[CH:6]=1.C([Mg]Cl)(C)C.[CH3:23][C:24]1[C:28]([CH:29]=[O:30])=[C:27]([CH3:31])[O:26][N:25]=1.[NH4+].[Cl-]. Product: [CH3:23][C:24]1[C:28]([CH:29]([OH:30])[C:2]2[O:3][C:4]3[CH:10]=[CH:9][C:8]([C:11]([CH3:17])([CH3:16])[C:12]([O:14][CH3:15])=[O:13])=[CH:7][C:5]=3[CH:6]=2)=[C:27]([CH3:31])[O:26][N:25]=1. The catalyst class is: 1.